From a dataset of Catalyst prediction with 721,799 reactions and 888 catalyst types from USPTO. Predict which catalyst facilitates the given reaction. (1) Reactant: [H-].[H-].[H-].[H-].[Li+].[Al+3].C([O:9][C:10]([CH:12]1[CH2:17][C:16](=[O:18])[CH2:15][CH2:14][O:13]1)=O)C. The catalyst class is: 1. Product: [OH:9][CH2:10][CH:12]1[CH2:17][CH:16]([OH:18])[CH2:15][CH2:14][O:13]1. (2) Reactant: [Cl:1][C:2]1[N:7]=[CH:6][C:5]([S:8](Cl)(=[O:10])=[O:9])=[CH:4][CH:3]=1.[NH2:12][C:13]1[S:14][CH:15]=[CH:16][N:17]=1. Product: [Cl:1][C:2]1[N:7]=[CH:6][C:5]([S:8]([NH:12][C:13]2[S:14][CH:15]=[CH:16][N:17]=2)(=[O:10])=[O:9])=[CH:4][CH:3]=1. The catalyst class is: 17. (3) Reactant: CCCC[N+](CCCC)(CCCC)CCCC.[F-].C[Si]([C:23]#[C:24][C:25]1[CH:30]=[CH:29][CH:28]=[CH:27][C:26]=1[CH:31]([CH3:35])[C:32]([NH2:34])=[O:33])(C)C. Product: [C:24]([C:25]1[CH:30]=[CH:29][CH:28]=[CH:27][C:26]=1[CH:31]([CH3:35])[C:32]([NH2:34])=[O:33])#[CH:23]. The catalyst class is: 554. (4) Reactant: C[O:2][C:3](=O)[CH2:4][CH:5]1[CH2:14][C:13]2[C:8](=[CH:9][CH:10]=[CH:11][CH:12]=2)[N:7]([CH2:15][CH2:16][CH:17]([CH3:19])[CH3:18])[C:6]1=[O:20].[NH2:22][OH:23].[OH-].[Na+]. Product: [OH:23][NH:22][C:3](=[O:2])[CH2:4][CH:5]1[CH2:14][C:13]2[C:8](=[CH:9][CH:10]=[CH:11][CH:12]=2)[N:7]([CH2:15][CH2:16][CH:17]([CH3:19])[CH3:18])[C:6]1=[O:20]. The catalyst class is: 1. (5) Reactant: [O:1]=[C:2]1[C:6]2[N:7]=[N:8][C:9]3[CH:10]=[CH:11][CH:12]=[CH:13][C:14]=3[C:5]=2[NH:4][N:3]1[C:15]1[CH:23]=[CH:22][C:18]([C:19]([OH:21])=O)=[CH:17][CH:16]=1.C(N(C(C)C)CC)(C)C.[CH3:33][N:34]([CH3:39])[CH2:35][CH2:36][CH2:37][NH2:38].CN(C(ON1N=NC2C=CC=CC1=2)=[N+](C)C)C.F[P-](F)(F)(F)(F)F. Product: [CH3:33][N:34]([CH2:35][CH2:36][CH2:37][NH:38][C:19](=[O:21])[C:18]1[CH:22]=[CH:23][C:15]([N:3]2[C:2](=[O:1])[C:6]3[N:7]=[N:8][C:9]4[CH:10]=[CH:11][CH:12]=[CH:13][C:14]=4[C:5]=3[NH:4]2)=[CH:16][CH:17]=1)[CH3:39]. The catalyst class is: 3. (6) Reactant: [N:1]1([CH2:6][C:7]2[CH:12]=[CH:11][N:10]3[C:13]([Sn](CCCC)(CCCC)CCCC)=[CH:14][N:15]=[C:9]3[N:8]=2)[CH:5]=[N:4][CH:3]=[N:2]1.Br[C:30]1[N:35]=[C:34]([C:36]2[CH:37]=[N:38][CH:39]=[CH:40][CH:41]=2)[CH:33]=[CH:32][CH:31]=1. Product: [N:1]1([CH2:6][C:7]2[CH:12]=[CH:11][N:10]3[C:13]([C:30]4[N:35]=[C:34]([C:36]5[CH:37]=[N:38][CH:39]=[CH:40][CH:41]=5)[CH:33]=[CH:32][CH:31]=4)=[CH:14][N:15]=[C:9]3[N:8]=2)[CH:5]=[N:4][CH:3]=[N:2]1. The catalyst class is: 73.